Task: Predict which catalyst facilitates the given reaction.. Dataset: Catalyst prediction with 721,799 reactions and 888 catalyst types from USPTO (1) Reactant: [CH3:1][C:2]1[C-:3]([CH:7]=O)[CH:4]=[CH:5][CH:6]=1.[CH-:9]1[CH:13]=[CH:12][CH:11]=[CH:10]1.[Fe+2:14].[NH2:15][CH2:16][CH2:17][CH2:18][CH2:19][CH2:20][CH2:21][OH:22].C(O[BH-](O[C:33](=O)[CH3:34])OC(=O)C)(=O)C.[Na+].[OH-].[Na+]. Product: [CH3:12][C:13]1[C-:33]([CH2:34][N:15]([CH2:7][C-:3]2[CH:4]=[CH:5][CH:6]=[C:2]2[CH3:1])[CH2:16][CH2:17][CH2:18][CH2:19][CH2:20][CH2:21][OH:22])[CH:11]=[CH:10][CH:9]=1.[CH-:2]1[CH:3]=[CH:4][CH:5]=[CH:6]1.[Fe+2:14].[CH-:2]1[CH:3]=[CH:4][CH:5]=[CH:6]1.[Fe+2:14]. The catalyst class is: 56. (2) Reactant: C(O[C:4]([C:6]1[CH:10]=[C:9]([CH2:11][CH2:12][O:13][CH2:14][C:15]2[CH:20]=[CH:19][CH:18]=[CH:17][CH:16]=2)[N:8]([C:21]2[CH:26]=[CH:25][C:24]([F:27])=[CH:23][C:22]=2[C:28]([F:31])([F:30])[F:29])[C:7]=1[CH3:32])=[O:5])C.[CH3:33][S:34]([C:37]1[CH:43]=[CH:42][C:40]([NH2:41])=[CH:39][CH:38]=1)(=[O:36])=[O:35].C[Al](C)C. Product: [CH2:14]([O:13][CH2:12][CH2:11][C:9]1[N:8]([C:21]2[CH:26]=[CH:25][C:24]([F:27])=[CH:23][C:22]=2[C:28]([F:29])([F:31])[F:30])[C:7]([CH3:32])=[C:6]([C:4]([NH:41][C:40]2[CH:39]=[CH:38][C:37]([S:34]([CH3:33])(=[O:36])=[O:35])=[CH:43][CH:42]=2)=[O:5])[CH:10]=1)[C:15]1[CH:20]=[CH:19][CH:18]=[CH:17][CH:16]=1. The catalyst class is: 11. (3) Reactant: C(Cl)(=O)C(Cl)=O.[CH:7]1([CH2:10][C:11]([OH:13])=O)[CH2:9][CH2:8]1.C1(CC(Cl)=O)CC1.[CH3:21][NH:22][O:23][CH3:24].C(=O)([O-])[O-].[K+].[K+].Cl.CNOC. Product: [CH3:24][O:23][N:22]([CH3:21])[C:11](=[O:13])[CH2:10][CH:7]1[CH2:9][CH2:8]1. The catalyst class is: 46. (4) The catalyst class is: 6. Product: [O:52]([CH2:51][CH2:50][O:49][CH2:48][CH2:47][NH:46][C:10]([C:2]1([F:1])[CH2:9][CH2:8][CH2:7][CH2:6][CH2:5][C:4]#[C:3]1)=[O:12])[CH2:53][CH2:54][O:55][CH2:56][CH2:57][NH:58][C:62]([C:20]1([F:39])[CH2:19][CH2:21][CH2:33][CH2:34][CH2:35][C:36]#[C:31]1)=[O:63]. Reactant: [F:1][C:2]1([C:10]([OH:12])=O)[CH2:9][CH2:8][CH2:7][CH2:6][CH2:5][C:4]#[C:3]1.CCN([CH:19]([CH3:21])[CH3:20])C(C)C.CN(C(ON1N=NC2[CH:33]=[CH:34][CH:35]=[CH:36][C:31]1=2)=[N+](C)C)C.[F:39][P-](F)(F)(F)(F)F.[NH2:46][CH2:47][CH2:48][O:49][CH2:50][CH2:51][O:52][CH2:53][CH2:54][O:55][CH2:56][CH2:57][NH2:58].CN([CH:62]=[O:63])C. (5) The catalyst class is: 10. Reactant: [CH3:1][C:2]1[C:3]([N+:10]([O-:12])=[O:11])=[C:4]([CH:7]=[CH:8][CH:9]=1)[CH2:5]O.C1(P(C2C=CC=CC=2)C2C=CC=CC=2)C=CC=CC=1.C1C=CC(P(C2C=CC=CC=2)C2C=CC=CC=2)=CC=1.[Br:51]Br. Product: [CH3:1][C:2]1[C:3]([N+:10]([O-:12])=[O:11])=[C:4]([CH:7]=[CH:8][CH:9]=1)[CH2:5][Br:51]. (6) Reactant: [C:1](#[N:8])[C:2]1[CH:7]=[CH:6][CH:5]=[CH:4][CH:3]=1.C([O-])([O-])=O.[K+].[K+].Cl.[NH2:16][OH:17]. Product: [OH:17]/[N:16]=[C:1](\[NH2:8])/[C:2]1[CH:7]=[CH:6][CH:5]=[CH:4][CH:3]=1. The catalyst class is: 5.